This data is from Catalyst prediction with 721,799 reactions and 888 catalyst types from USPTO. The task is: Predict which catalyst facilitates the given reaction. (1) Reactant: [F:1][C:2]([F:21])([F:20])[C:3]1[CH:8]=[CH:7][C:6]([C:9]2[O:13][N:12]=[CH:11][C:10]=2[CH2:14][CH2:15][C:16](OC)=[O:17])=[CH:5][CH:4]=1.[H-].C([Al+]CC(C)C)C(C)C.Cl. Product: [F:21][C:2]([F:1])([F:20])[C:3]1[CH:4]=[CH:5][C:6]([C:9]2[O:13][N:12]=[CH:11][C:10]=2[CH2:14][CH2:15][CH2:16][OH:17])=[CH:7][CH:8]=1. The catalyst class is: 7. (2) Reactant: COC1C=C(OC)C=CC=1C[N:6]1[C:10]([C:11]2[C:19]3[C:14](=[N:15][CH:16]=[CH:17][CH:18]=3)[N:13]([CH2:20][C:21]3[CH:26]=[CH:25][CH:24]=[CH:23][C:22]=3[F:27])[N:12]=2)=[N:9][N:8]([CH2:28][CH2:29][CH3:30])[C:7]1=[O:31].S(=O)(=O)(O)O.C(=O)([O-])[O-].[Na+].[Na+]. Product: [F:27][C:22]1[CH:23]=[CH:24][CH:25]=[CH:26][C:21]=1[CH2:20][N:13]1[C:14]2=[N:15][CH:16]=[CH:17][CH:18]=[C:19]2[C:11]([C:10]2[NH:6][C:7](=[O:31])[N:8]([CH2:28][CH2:29][CH3:30])[N:9]=2)=[N:12]1. The catalyst class is: 15. (3) Reactant: Cl[C:2](Cl)([O:4]C(=O)OC(Cl)(Cl)Cl)Cl.[NH2:13][CH2:14][CH:15]([OH:32])[CH2:16][N:17]1[C:29]2[CH:28]=[CH:27][C:26]([Br:30])=[CH:25][C:24]=2[C:23]2[C:18]1=[CH:19][CH:20]=[C:21]([Br:31])[CH:22]=2.CCN(CC)CC.C(Cl)Cl.CCOC(C)=O. Product: [Br:31][C:21]1[CH:20]=[CH:19][C:18]2[N:17]([CH2:16][CH:15]3[O:32][C:2](=[O:4])[NH:13][CH2:14]3)[C:29]3[C:24]([C:23]=2[CH:22]=1)=[CH:25][C:26]([Br:30])=[CH:27][CH:28]=3. The catalyst class is: 2. (4) Product: [NH2:27][C:25]1[CH:24]=[CH:23][C:3]([O:4][C:5]2[CH:10]=[CH:9][N:8]=[C:7]3[CH:11]=[C:12]([C:14]4[CH2:19][CH2:18][N:17]([C:20](=[O:22])[CH3:21])[CH2:16][CH:15]=4)[S:13][C:6]=23)=[C:2]([F:1])[CH:26]=1. Reactant: [F:1][C:2]1[CH:26]=[C:25]([N+:27]([O-])=O)[CH:24]=[CH:23][C:3]=1[O:4][C:5]1[CH:10]=[CH:9][N:8]=[C:7]2[CH:11]=[C:12]([C:14]3[CH2:19][CH2:18][N:17]([C:20](=[O:22])[CH3:21])[CH2:16][CH:15]=3)[S:13][C:6]=12.[NH4+].[Cl-].O. The catalyst class is: 447. (5) Product: [CH2:1]([N:8]1[C:17]2[C:12](=[CH:13][C:14]([C:18]([O:20][CH3:21])=[O:19])=[CH:15][CH:16]=2)[N:11]=[C:10]([N:26]2[CH2:27][CH2:28][CH2:29][C@@H:25]2[CH3:24])[C:9]1=[O:23])[C:2]1[CH:7]=[CH:6][CH:5]=[CH:4][CH:3]=1. Reactant: [CH2:1]([N:8]1[C:17]2[C:12](=[CH:13][C:14]([C:18]([O:20][CH3:21])=[O:19])=[CH:15][CH:16]=2)[N:11]=[C:10](Cl)[C:9]1=[O:23])[C:2]1[CH:7]=[CH:6][CH:5]=[CH:4][CH:3]=1.[CH3:24][C@H:25]1[CH2:29][CH2:28][CH2:27][NH:26]1. The catalyst class is: 16. (6) The catalyst class is: 181. Product: [CH3:20][O:19][C:16]1[CH:17]=[CH:18][C:13]([C:12]2[NH:11][C:8]3=[CH:9][C:10]4[C:2]([CH3:1])([CH3:31])[C:3](=[O:30])[N:4]([CH2:25][CH2:26][CH:27]([CH3:28])[CH3:29])[C:5]=4[CH:6]=[C:7]3[N:22]=2)=[CH:14][CH:15]=1. Reactant: [CH3:1][C:2]1([CH3:31])[C:10]2[C:5](=[CH:6][C:7]([N+:22]([O-])=O)=[C:8]([NH:11][C:12](=O)[C:13]3[CH:18]=[CH:17][C:16]([O:19][CH3:20])=[CH:15][CH:14]=3)[CH:9]=2)[N:4]([CH2:25][CH2:26][CH:27]([CH3:29])[CH3:28])[C:3]1=[O:30].